Dataset: Catalyst prediction with 721,799 reactions and 888 catalyst types from USPTO. Task: Predict which catalyst facilitates the given reaction. (1) Reactant: [CH2:1](O)[CH3:2].[Cl:4][C:5]1[CH:6]=[C:7]2[C:12](=[CH:13][C:14]=1[OH:15])[O:11][CH2:10][CH2:9][CH:8]2[C:16]([OH:18])=[O:17].S(=O)(=O)(O)O. Product: [Cl:4][C:5]1[CH:6]=[C:7]2[C:12](=[CH:13][C:14]=1[OH:15])[O:11][CH2:10][CH2:9][CH:8]2[C:16]([O:18][CH2:1][CH3:2])=[O:17]. The catalyst class is: 13. (2) Reactant: O[CH2:2][CH2:3][NH:4][C:5]([C:7]1[C:12]([O:13][CH2:14][C:15]2[CH:20]=[CH:19][CH:18]=[CH:17][CH:16]=2)=[C:11]([OH:21])[N:10]=[C:9]([CH2:22][C:23]2([C:28]3[C:37]4[C:32](=[CH:33][CH:34]=[CH:35][CH:36]=4)[CH:31]=[CH:30][CH:29]=3)[CH2:27][CH2:26][CH2:25][CH2:24]2)[N:8]=1)=[O:6].N(C(OC(C)C)=O)=NC(OC(C)C)=O.C1(P(C2C=CC=CC=2)C2C=CC=CC=2)C=CC=CC=1.C(OCC)(=O)C. Product: [CH2:14]([O:13][C:12]1[C:11](=[O:21])[N:10]=[C:9]([CH2:22][C:23]2([C:28]3[C:37]4[C:32](=[CH:33][CH:34]=[CH:35][CH:36]=4)[CH:31]=[CH:30][CH:29]=3)[CH2:27][CH2:26][CH2:25][CH2:24]2)[N:8]2[CH2:2][CH2:3][NH:4][C:5](=[O:6])[C:7]=12)[C:15]1[CH:16]=[CH:17][CH:18]=[CH:19][CH:20]=1. The catalyst class is: 4. (3) Reactant: [NH2:1][C:2]1[CH:3]=[N:4][C:5]2[C:10]([C:11]=1[NH:12][CH2:13][CH:14]([CH3:16])[CH3:15])=[CH:9][CH:8]=[CH:7][CH:6]=2.[C:17](O)(=O)[CH:18]([CH3:20])[OH:19].C. Product: [CH3:17][CH:18]([C:20]1[N:12]([CH2:13][CH:14]([CH3:16])[CH3:15])[C:11]2[C:10]3[CH:9]=[CH:8][CH:7]=[CH:6][C:5]=3[N:4]=[CH:3][C:2]=2[N:1]=1)[OH:19]. The catalyst class is: 33.